The task is: Predict the reaction yield, written as a fraction of the theoretical maximum amount of product (1.0 means a 100% yield; for example, 0.34 means a 34% yield).. This data is from Reaction yield outcomes from USPTO patents with 853,638 reactions. (1) The reactants are [C:1]([C:9]1[NH:10][C:11]2[C:16]([C:17]=1[CH2:18][C:19]([OH:21])=[O:20])=[CH:15][CH:14]=[CH:13][CH:12]=2)(=[O:8])[C:2]1[CH:7]=[CH:6][CH:5]=[CH:4][CH:3]=1.C[Si]([N-][Si](C)(C)C)(C)C.[Na+].C1COCC1.Br[CH2:38][C:39]1[C:40]2[CH:47]=[C:46]([Cl:48])[CH:45]=[CH:44][C:41]=2[S:42][CH:43]=1.Cl. The catalyst is CN(C=O)C. The product is [C:1]([C:9]1[N:10]([CH2:38][C:39]2[C:40]3[CH:47]=[C:46]([Cl:48])[CH:45]=[CH:44][C:41]=3[S:42][CH:43]=2)[C:11]2[C:16]([C:17]=1[CH2:18][C:19]([OH:21])=[O:20])=[CH:15][CH:14]=[CH:13][CH:12]=2)(=[O:8])[C:2]1[CH:3]=[CH:4][CH:5]=[CH:6][CH:7]=1. The yield is 0.0364. (2) The yield is 0.930. The product is [F:17][C:18]1([F:26])[CH2:23][CH2:22][CH:21](/[CH:24]=[CH:11]/[C:12]([O:14][CH2:15][CH3:16])=[O:13])[CH2:20][CH2:19]1. The catalyst is C1COCC1. The reactants are [H-].[Na+].C(OP([CH2:11][C:12]([O:14][CH2:15][CH3:16])=[O:13])(OCC)=O)C.[F:17][C:18]1([F:26])[CH2:23][CH2:22][CH:21]([CH:24]=O)[CH2:20][CH2:19]1.[Cl-].[NH4+]. (3) The reactants are [C:1]1([CH3:17])[CH:6]=[CH:5][CH:4]=[CH:3][C:2]=1[NH:7][S:8]([C:11]1[CH:16]=[CH:15][CH:14]=[CH:13][CH:12]=1)(=[O:10])=[O:9].C([Li])CCC.[CH3:23][O:24][C:25]1[CH:26]=[C:27]([CH:30]=[C:31]2[O:35][CH2:34][O:33][C:32]=12)[CH:28]=[O:29].[Cl-].[NH4+]. The catalyst is O1CCCC1. The product is [OH:29][CH:28]([C:27]1[CH:26]=[C:25]([O:24][CH3:23])[C:32]2[O:33][CH2:34][O:35][C:31]=2[CH:30]=1)[C:16]1[CH:15]=[CH:14][CH:13]=[CH:12][C:11]=1[S:8]([NH:7][C:2]1[CH:3]=[CH:4][CH:5]=[CH:6][C:1]=1[CH3:17])(=[O:9])=[O:10]. The yield is 0.486. (4) The reactants are C(OC(O[CH2:8][CH3:9])CBr)C.C(=O)(O)[O-].[Na+].[Cl:15][C:16]1[N:21]=[N:20][C:19]([NH2:22])=[CH:18][CH:17]=1. The catalyst is C(O)C. The product is [Cl:15][C:16]1[CH:17]=[CH:18][C:19]2[N:20]([CH:8]=[CH:9][N:22]=2)[N:21]=1. The yield is 0.852. (5) The reactants are FC(F)(F)C(O)=O.[CH3:8][O:9][C:10]1[CH:11]=[C:12]([CH:37]=[C:38]([O:40][CH3:41])[CH:39]=1)[CH2:13][CH2:14][C:15]1[CH:19]=[C:18]([NH:20][C:21](=[O:29])[C:22]2[CH:27]=[CH:26][C:25]([I:28])=[CH:24][CH:23]=2)[N:17](C(OC(C)(C)C)=O)[N:16]=1. The catalyst is C(Cl)Cl. The product is [CH3:8][O:9][C:10]1[CH:11]=[C:12]([CH2:13][CH2:14][C:15]2[CH:19]=[C:18]([NH:20][C:21](=[O:29])[C:22]3[CH:23]=[CH:24][C:25]([I:28])=[CH:26][CH:27]=3)[NH:17][N:16]=2)[CH:37]=[C:38]([O:40][CH3:41])[CH:39]=1. The yield is 0.243. (6) The reactants are [CH2:1]([O:3][C:4]1[CH:5]=[C:6]([CH:27]=[CH:28][C:29]=1[O:30][CH3:31])[CH2:7][N:8]1[CH2:13][CH2:12][CH:11]([NH:14][C:15]2[O:16][C:17]3[CH:23]=[CH:22][C:21]([N+:24]([O-])=O)=[CH:20][C:18]=3[N:19]=2)[CH2:10][CH2:9]1)[CH3:2].[H][H]. The catalyst is C(O)C.[Pd]. The product is [CH2:1]([O:3][C:4]1[CH:5]=[C:6]([CH:27]=[CH:28][C:29]=1[O:30][CH3:31])[CH2:7][N:8]1[CH2:9][CH2:10][CH:11]([NH:14][C:15]2[O:16][C:17]3[CH:23]=[CH:22][C:21]([NH2:24])=[CH:20][C:18]=3[N:19]=2)[CH2:12][CH2:13]1)[CH3:2]. The yield is 0.850. (7) The reactants are [NH2:1][C:2]1[N:7]=[CH:6][CH:5]=[CH:4][N:3]=1.[N+:8]([C:10]1[CH:19]=[CH:18][C:13]2[O:14][CH2:15][CH2:16][O:17][C:12]=2[CH:11]=1)#[C-:9].[Cl:20][C:21]1[CH:28]=[CH:27][CH:26]=[C:25]([F:29])[C:22]=1[CH:23]=O.[Cl-].[In+3].[Cl-].[Cl-]. The catalyst is C1(C)C=CC=CC=1. The product is [Cl:20][C:21]1[CH:28]=[CH:27][CH:26]=[C:25]([F:29])[C:22]=1[C:23]1[N:1]=[C:2]2[N:7]=[CH:6][CH:5]=[CH:4][N:3]2[C:9]=1[NH:8][C:10]1[CH:19]=[CH:18][C:13]2[O:14][CH2:15][CH2:16][O:17][C:12]=2[CH:11]=1. The yield is 0.230.